This data is from NCI-60 drug combinations with 297,098 pairs across 59 cell lines. The task is: Regression. Given two drug SMILES strings and cell line genomic features, predict the synergy score measuring deviation from expected non-interaction effect. Drug 1: CC1C(C(=O)NC(C(=O)N2CCCC2C(=O)N(CC(=O)N(C(C(=O)O1)C(C)C)C)C)C(C)C)NC(=O)C3=C4C(=C(C=C3)C)OC5=C(C(=O)C(=C(C5=N4)C(=O)NC6C(OC(=O)C(N(C(=O)CN(C(=O)C7CCCN7C(=O)C(NC6=O)C(C)C)C)C)C(C)C)C)N)C. Drug 2: COC1=NC(=NC2=C1N=CN2C3C(C(C(O3)CO)O)O)N. Cell line: NCI-H226. Synergy scores: CSS=-1.07, Synergy_ZIP=-0.448, Synergy_Bliss=-0.552, Synergy_Loewe=-4.05, Synergy_HSA=-3.97.